This data is from Full USPTO retrosynthesis dataset with 1.9M reactions from patents (1976-2016). The task is: Predict the reactants needed to synthesize the given product. (1) The reactants are: [F:1][C:2]1[CH:3]=[C:4]([N+:9]([O-:11])=[O:10])[C:5](O)=[N:6][CH:7]=1.P(Cl)(Cl)([Cl:14])=O.CN(C)C=O. Given the product [Cl:14][C:5]1[C:4]([N+:9]([O-:11])=[O:10])=[CH:3][C:2]([F:1])=[CH:7][N:6]=1, predict the reactants needed to synthesize it. (2) Given the product [Si:18]([O:25][CH2:26][C:27]1[CH:28]=[C:29]([C:9]2[CH:10]=[CH:11][C:12]3[C:17]4=[C:16]5[C:5](=[CH:4][CH:3]=[CH:2][C:15]5=[CH:14][CH:13]=3)[CH:6]=[CH:7][C:8]=24)[CH:30]=[C:31]([CH2:33][O:34][Si:35]([C:38]([CH3:41])([CH3:40])[CH3:39])([CH3:37])[CH3:36])[CH:32]=1)([C:21]([CH3:24])([CH3:23])[CH3:22])([CH3:20])[CH3:19], predict the reactants needed to synthesize it. The reactants are: Br[C:2]1[C:15]2[C:16]3=[C:17]4[C:12](=[CH:13][CH:14]=2)[CH:11]=[CH:10][CH:9]=[C:8]4[CH:7]=[CH:6][C:5]3=[CH:4][CH:3]=1.[Si:18]([O:25][CH2:26][C:27]1[CH:28]=[C:29](B(O)O)[CH:30]=[C:31]([CH2:33][O:34][Si:35]([C:38]([CH3:41])([CH3:40])[CH3:39])([CH3:37])[CH3:36])[CH:32]=1)([C:21]([CH3:24])([CH3:23])[CH3:22])([CH3:20])[CH3:19].CCOC(C)=O. (3) Given the product [Cl:14][C:12]1[S:13][C:9]2[CH:8]=[C:7]([OH:6])[CH:16]=[CH:15][C:10]=2[N:11]=1, predict the reactants needed to synthesize it. The reactants are: [Cl-].[Al+3].[Cl-].[Cl-].C[O:6][C:7]1[CH:16]=[CH:15][C:10]2[N:11]=[C:12]([Cl:14])[S:13][C:9]=2[CH:8]=1.Cl. (4) Given the product [Cl:1][C:2]1[N:7]=[CH:6][C:5]([NH2:8])=[C:4]([C:9]2[C:10]([F:24])=[N:11][CH:12]=[C:13]([C:26]3[S:34][C:33]4[CH2:32][CH2:31][N:30]([CH2:35][CH3:36])[CH2:29][C:28]=4[CH:27]=3)[CH:14]=2)[CH:3]=1, predict the reactants needed to synthesize it. The reactants are: [Cl:1][C:2]1[N:7]=[CH:6][C:5]([NH2:8])=[C:4]([C:9]2[C:10]([F:24])=[N:11][CH:12]=[C:13](B3OC(C)(C)C(C)(C)O3)[CH:14]=2)[CH:3]=1.Br[C:26]1[S:34][C:33]2[CH2:32][CH2:31][N:30]([CH2:35][CH3:36])[CH2:29][C:28]=2[CH:27]=1. (5) Given the product [NH2:35][C:11]1[N:12]=[CH:13][N:14]=[C:15]([NH:16][C:17]2[C:22](=[O:23])[N:21]3[C:24]4([NH:31][C:32](=[O:33])[C:20]3=[C:19]([CH3:34])[CH:18]=2)[CH2:25][CH2:26][N:27]([CH3:30])[CH2:28][CH2:29]4)[C:10]=1[Cl:9], predict the reactants needed to synthesize it. The reactants are: O1CCCC1.C(O)C.[Cl:9][C:10]1[C:11]([NH:35]C(C2CC2)=O)=[N:12][CH:13]=[N:14][C:15]=1[NH:16][C:17]1[C:22](=[O:23])[N:21]2[C:24]3([NH:31][C:32](=[O:33])[C:20]2=[C:19]([CH3:34])[CH:18]=1)[CH2:29][CH2:28][N:27]([CH3:30])[CH2:26][CH2:25]3.[OH-].[Na+]. (6) Given the product [Si:22]([O:21][CH2:20][C@@H:10]1[C@@H:11]([C:13]2[CH:18]=[CH:17][CH:16]=[CH:15][C:14]=2[CH3:19])[CH2:12][N:8]([C:34](=[O:36])[CH2:33][CH2:32][CH2:31][CH2:30][C:29]([O:38][CH2:39][CH3:40])=[O:37])[CH2:9]1)([C:25]([CH3:28])([CH3:27])[CH3:26])([CH3:23])[CH3:24], predict the reactants needed to synthesize it. The reactants are: C([N:8]1[CH2:12][C@H:11]([C:13]2[CH:18]=[CH:17][CH:16]=[CH:15][C:14]=2[CH3:19])[C@@H:10]([CH2:20][O:21][Si:22]([C:25]([CH3:28])([CH3:27])[CH3:26])([CH3:24])[CH3:23])[CH2:9]1)C1C=CC=CC=1.[C:29]([O:38][CH2:39][CH3:40])(=[O:37])[CH2:30][CH2:31][CH2:32][CH2:33][C:34]([O-:36])=O. (7) Given the product [CH:14]([C:15]([C:16]([F:19])([F:18])[F:17])([F:21])[F:20])([F:23])[F:22], predict the reactants needed to synthesize it. The reactants are: ClCl.C(F)(C(F)(F)F)C(F)(F)F.Cl[C:14]([F:23])([F:22])[C:15]([F:21])([F:20])[C:16]([F:19])([F:18])[F:17].[OH-].[K+]. (8) Given the product [OH:20][CH:9]([CH2:10][N:11]1[CH2:12][C:13]2[C:18](=[CH:17][CH:16]=[CH:15][CH:14]=2)[CH2:19]1)[CH2:8][NH:7][C:5](=[O:6])[C:4]1[CH:21]=[CH:22][CH:23]=[C:2]([NH:1][CH:27]2[CH2:28][CH2:29][O:24][CH2:25][CH2:26]2)[CH:3]=1, predict the reactants needed to synthesize it. The reactants are: [NH2:1][C:2]1[CH:3]=[C:4]([CH:21]=[CH:22][CH:23]=1)[C:5]([NH:7][CH2:8][CH:9]([OH:20])[CH2:10][N:11]1[CH2:19][C:18]2[C:13](=[CH:14][CH:15]=[CH:16][CH:17]=2)[CH2:12]1)=[O:6].[O:24]1[CH2:29][CH2:28][C:27](=O)[CH2:26][CH2:25]1.CC(O)=O.[BH3-]C#N.[Na+]. (9) Given the product [F:13][C:8]([F:14])([C:2]1[O:16][N:18]=[C:4]([CH2:5][OH:6])[CH:3]=1)[C:9]([F:12])([F:11])[F:10], predict the reactants needed to synthesize it. The reactants are: F[C:2](F)([C:8]([F:14])([F:13])[C:9]([F:12])([F:11])[F:10])[CH:3]=[C:4](I)[CH2:5][OH:6].[OH2:16].Cl.[NH2:18]O.C(=O)([O-])[O-].[K+].[K+]. (10) Given the product [C:39]([O:43][CH2:44][C:16]([O:10][CH:7]([CH:1]1[CH2:2][CH2:3][CH2:4][CH2:5][CH2:6]1)[CH2:9][CH3:19])([CH3:15])[CH3:11])(=[O:42])[CH2:40][CH3:41], predict the reactants needed to synthesize it. The reactants are: [CH:1]1([C:7]([OH:10])([CH3:9])C)[CH2:6][CH2:5][CH2:4][CH2:3][CH2:2]1.[CH:11]1([Mg]Cl)[CH2:16][CH2:15]CCC1.[CH:19]1(C(O)C)CCCCC1.C1OC1C.C(OC(=O)C)(=O)C.[C:39]([O:43][C:44](=O)CC)(=[O:42])[CH2:40][CH3:41].